From a dataset of Reaction yield outcomes from USPTO patents with 853,638 reactions. Predict the reaction yield, written as a fraction of the theoretical maximum amount of product (1.0 means a 100% yield; for example, 0.34 means a 34% yield). (1) The reactants are N12CCCN=C1CCCCC2.CO[C:14](=[O:30])[C:15]1[C:16](=[C:21]([CH2:25][NH:26][C:27](=[O:29])[CH3:28])[CH:22]=[CH:23][CH:24]=1)[C:17]([O:19]C)=O.Cl.[NH2:32][CH:33]1[CH2:39][CH2:38][C:37](=[O:40])[NH:36][C:34]1=[O:35]. The catalyst is CN(C=O)C. The product is [O:35]=[C:34]1[CH:33]([N:32]2[C:17](=[O:19])[C:16]3[C:15](=[CH:24][CH:23]=[CH:22][C:21]=3[CH2:25][NH:26][C:27](=[O:29])[CH3:28])[C:14]2=[O:30])[CH2:39][CH2:38][C:37](=[O:40])[NH:36]1. The yield is 0.220. (2) The reactants are [C:1]([O:5][C:6]([N:8]1[CH2:13][CH2:12][CH:11]([OH:14])[CH2:10][CH2:9]1)=[O:7])([CH3:4])([CH3:3])[CH3:2].[Cl:15][C:16]1[CH:21]=[C:20]([N+:22]([O-:24])=[O:23])[CH:19]=[CH:18][C:17]=1O.C1(P(C2C=CC=CC=2)C2C=CC=CC=2)C=CC=CC=1. The catalyst is ClCCl.N(C(OCC)=O)=NC(OCC)=O. The product is [C:1]([O:5][C:6]([N:8]1[CH2:13][CH2:12][CH:11]([O:14][C:17]2[CH:18]=[CH:19][C:20]([N+:22]([O-:24])=[O:23])=[CH:21][C:16]=2[Cl:15])[CH2:10][CH2:9]1)=[O:7])([CH3:4])([CH3:2])[CH3:3]. The yield is 0.760. (3) The reactants are Br[C:2]1[CH:3]=[C:4]2[C:9](=[CH:10][CH:11]=1)[N:8](C(=O)C(F)(F)F)[C@@H:7]([CH3:18])[CH2:6][N:5]2[C:19]([C:21]1[O:22][CH:23]=[CH:24][CH:25]=1)=[O:20].[CH3:26][S:27]([C:30]1[CH:35]=[CH:34][C:33](B(O)O)=[CH:32][CH:31]=1)(=[O:29])=[O:28].C(=O)(O)[O-].[Na+].O. The catalyst is Cl[Pd](Cl)([P](C1C=CC=CC=1)(C1C=CC=CC=1)C1C=CC=CC=1)[P](C1C=CC=CC=1)(C1C=CC=CC=1)C1C=CC=CC=1.O1CCOCC1. The product is [O:22]1[CH:23]=[CH:24][CH:25]=[C:21]1[C:19]([N:5]1[C:4]2[C:9](=[CH:10][CH:11]=[C:2]([C:33]3[CH:34]=[CH:35][C:30]([S:27]([CH3:26])(=[O:29])=[O:28])=[CH:31][CH:32]=3)[CH:3]=2)[NH:8][C@@H:7]([CH3:18])[CH2:6]1)=[O:20]. The yield is 0.550. (4) The reactants are [NH2:1][C:2]1[C:10]([CH3:11])=[C:9]([O:12][CH3:13])[CH:8]=[CH:7][C:3]=1[C:4]([NH2:6])=[O:5].[C:14]([NH2:22])(=O)[C:15]1[CH:20]=[CH:19][CH:18]=C[CH:16]=1.Cl.C(Cl)C1C=CC=NC=1. No catalyst specified. The product is [CH3:13][O:12][C:9]1[C:10]([CH3:11])=[C:2]2[C:3]([C:4]([OH:5])=[N:6][C:16]([C:15]3[CH:14]=[N:22][CH:18]=[CH:19][CH:20]=3)=[N:1]2)=[CH:7][CH:8]=1. The yield is 0.920. (5) The reactants are [C:1]1([C:7]2[CH:8]=[C:9]3[C:13](=[C:14]([C:16]([O:18][C:19]([CH3:22])([CH3:21])[CH3:20])=[O:17])[CH:15]=2)[N:12]([C:23]([O:25][C:26]([CH3:29])([CH3:28])[CH3:27])=[O:24])[CH:11]=[CH:10]3)[CH:6]=[CH:5][CH:4]=[CH:3][CH:2]=1.[CH3:30]N(CCN(C)C)C.C([Li])(CC)C.CI. The catalyst is C(OCC)C.C1CCCCC1. The product is [CH3:30][C:11]1[N:12]([C:23]([O:25][C:26]([CH3:29])([CH3:28])[CH3:27])=[O:24])[C:13]2[C:9]([CH:10]=1)=[CH:8][C:7]([C:1]1[CH:2]=[CH:3][CH:4]=[CH:5][CH:6]=1)=[CH:15][C:14]=2[C:16]([O:18][C:19]([CH3:22])([CH3:21])[CH3:20])=[O:17]. The yield is 0.280. (6) The reactants are Cl[C:2]1[N:10]=[C:9]2[C:5]([N:6]=[CH:7][N:8]2[CH3:11])=[C:4]([NH:12][CH2:13][CH2:14][C:15]2[CH:20]=[CH:19][CH:18]=[CH:17][CH:16]=2)[N:3]=1.[NH2:21][C@H:22]([CH2:25][CH3:26])[CH2:23][OH:24].CCOCC. The catalyst is O. The product is [CH3:11][N:8]1[CH:7]=[N:6][C:5]2[C:9]1=[N:10][C:2]([NH:21][C@H:22]([CH2:25][CH3:26])[CH2:23][OH:24])=[N:3][C:4]=2[NH:12][CH2:13][CH2:14][C:15]1[CH:20]=[CH:19][CH:18]=[CH:17][CH:16]=1. The yield is 0.640. (7) The reactants are [C:1]([C:5]1[CH:23]=[C:8]2[N:9]=[C:10]([CH3:22])[C:11]([CH:14]([CH2:19][CH2:20][CH3:21])[C:15]([O:17][CH3:18])=[O:16])=[C:12](Cl)[N:7]2[N:6]=1)([CH3:4])([CH3:3])[CH3:2].[O:24]1[CH2:30][CH2:29][CH2:28][O:27][C:26]2[CH:31]=[C:32](B(O)O)[CH:33]=[CH:34][C:25]1=2.C(N(C(C)C)CC)(C)C. The catalyst is COCCOC.O. The product is [C:1]([C:5]1[CH:23]=[C:8]2[N:9]=[C:10]([CH3:22])[C:11]([CH:14]([CH2:19][CH2:20][CH3:21])[C:15]([O:17][CH3:18])=[O:16])=[C:12]([C:32]3[CH:33]=[CH:34][C:25]4[O:24][CH2:30][CH2:29][CH2:28][O:27][C:26]=4[CH:31]=3)[N:7]2[N:6]=1)([CH3:4])([CH3:3])[CH3:2]. The yield is 0.870. (8) The reactants are [CH2:1]([NH:3][C:4]1[C:9]([CH2:10][C:11]2[CH:16]=[C:15]([O:17][CH3:18])[C:14]([O:19][CH3:20])=[CH:13][C:12]=2[CH:21]([CH3:23])[CH3:22])=[CH:8][N:7]=[C:6](SC)[N:5]=1)[CH3:2].O.[CH2:27]1COCC1.O[O:33][S:34]([O-:36])=O.[K+]. The catalyst is O. The product is [CH2:1]([NH:3][C:4]1[C:9]([CH2:10][C:11]2[CH:16]=[C:15]([O:17][CH3:18])[C:14]([O:19][CH3:20])=[CH:13][C:12]=2[CH:21]([CH3:22])[CH3:23])=[CH:8][N:7]=[C:6]([S:34]([CH3:27])(=[O:36])=[O:33])[N:5]=1)[CH3:2]. The yield is 0.920. (9) The reactants are C([O:3][C:4](=[O:24])[C:5]([O:8][C:9]1[CH:14]=[C:13]([O:15][CH3:16])[C:12]([CH:17]=[O:18])=[CH:11][C:10]=1[C:19]1[S:20][CH:21]=[CH:22][CH:23]=1)([CH3:7])[CH3:6])C.CO.[OH-].[Li+]. The catalyst is O1CCCC1.O. The product is [CH:17]([C:12]1[C:13]([O:15][CH3:16])=[CH:14][C:9]([O:8][C:5]([CH3:6])([CH3:7])[C:4]([OH:24])=[O:3])=[C:10]([C:19]2[S:20][CH:21]=[CH:22][CH:23]=2)[CH:11]=1)=[O:18]. The yield is 0.870. (10) The reactants are [CH:1]1([CH2:6][CH:7]([C:11]2[CH:16]=[CH:15][C:14]([O:17][C:18]([F:21])([F:20])[F:19])=[CH:13][CH:12]=2)[C:8]([OH:10])=O)[CH2:5][CH2:4][CH2:3][CH2:2]1.C(Cl)(=O)C(Cl)=O.[NH2:28][C:29]1[S:30][CH:31]=[CH:32][N:33]=1.C(N(CC)C(C)C)(C)C. The catalyst is C(Cl)Cl.CN(C)C=O.O1CCCC1. The product is [CH:1]1([CH2:6][CH:7]([C:11]2[CH:16]=[CH:15][C:14]([O:17][C:18]([F:21])([F:20])[F:19])=[CH:13][CH:12]=2)[C:8]([NH:28][C:29]2[S:30][CH:31]=[CH:32][N:33]=2)=[O:10])[CH2:2][CH2:3][CH2:4][CH2:5]1. The yield is 1.00.